This data is from Catalyst prediction with 721,799 reactions and 888 catalyst types from USPTO. The task is: Predict which catalyst facilitates the given reaction. Reactant: Cl[C:2]1[C:11]2[C:6](=[CH:7][C:8]([Cl:12])=[CH:9][CH:10]=2)[N:5]=[CH:4][CH:3]=1.[NH2:13][CH:14]1[CH2:19][CH2:18][CH:17]([NH2:20])[CH2:16][CH2:15]1. Product: [Cl:12][C:8]1[CH:7]=[C:6]2[C:11]([C:2]([NH:13][CH:14]3[CH2:19][CH2:18][CH:17]([NH2:20])[CH2:16][CH2:15]3)=[CH:3][CH:4]=[N:5]2)=[CH:10][CH:9]=1. The catalyst class is: 74.